This data is from Forward reaction prediction with 1.9M reactions from USPTO patents (1976-2016). The task is: Predict the product of the given reaction. (1) Given the reactants C([O:3][C:4](=[O:34])[CH2:5][CH2:6][CH2:7][CH2:8][CH2:9][O:10][C:11]1[CH:16]=[C:15]([CH:17]=[CH:18][C:19]2[C:20]([CH3:32])([CH3:31])[O:21][C:22](=[C:26]([C:29]#[N:30])[C:27]#[N:28])[C:23]=2[C:24]#[N:25])[CH:14]=[CH:13][C:12]=1[NH2:33])C.Cl.O.C(=O)(O)[O-].[Na+], predict the reaction product. The product is: [NH2:33][C:12]1[CH:13]=[CH:14][C:15]([CH:17]=[CH:18][C:19]2[C:20]([CH3:32])([CH3:31])[O:21][C:22](=[C:26]([C:29]#[N:30])[C:27]#[N:28])[C:23]=2[C:24]#[N:25])=[CH:16][C:11]=1[O:10][CH2:9][CH2:8][CH2:7][CH2:6][CH2:5][C:4]([OH:34])=[O:3]. (2) Given the reactants [Cl:1][C:2]1[CH:3]=[C:4]2[C:8](=[CH:9][CH:10]=1)[NH:7][CH:6]=[C:5]2[CH2:11][CH2:12][NH:13][C:14](=[O:23])[C:15]1[CH:20]=[CH:19][C:18]([CH2:21]Cl)=[CH:17][CH:16]=1.[Cl:24][C:25]1[CH:26]=[C:27](B(O)O)[CH:28]=[CH:29][CH:30]=1.C(=O)([O-])[O-].[Na+].[Na+].[I-].[Na+], predict the reaction product. The product is: [Cl:1][C:2]1[CH:3]=[C:4]2[C:8](=[CH:9][CH:10]=1)[NH:7][CH:6]=[C:5]2[CH2:11][CH2:12][NH:13][C:14](=[O:23])[C:15]1[CH:20]=[CH:19][C:18]([CH2:21][C:29]2[CH:28]=[CH:27][CH:26]=[C:25]([Cl:24])[CH:30]=2)=[CH:17][CH:16]=1. (3) Given the reactants [H-].[Na+].C(OC([N:10]1[CH2:15][CH2:14][CH:13]([N:16]([CH2:26][C:27]2[CH:32]=[CH:31][CH:30]=[CH:29][CH:28]=2)[C:17]2[CH:18]=[C:19]3[C:23](=[CH:24][CH:25]=2)[NH:22][CH:21]=[CH:20]3)[CH2:12][CH2:11]1)=O)(C)(C)C.CI.[F:35][C:36]([F:41])([F:40])[C:37]([OH:39])=[O:38], predict the reaction product. The product is: [F:35][C:36]([F:41])([F:40])[C:37]([OH:39])=[O:38].[CH2:26]([N:16]([C:17]1[CH:18]=[C:19]2[C:23](=[CH:24][CH:25]=1)[N:22]([CH3:36])[CH:21]=[CH:20]2)[CH:13]1[CH2:14][CH2:15][NH:10][CH2:11][CH2:12]1)[C:27]1[CH:28]=[CH:29][CH:30]=[CH:31][CH:32]=1. (4) Given the reactants C(=O)([O-])[O-].[Cs+].[Cs+].[Br:7][C:8]1[CH:17]=[CH:16][C:11]([C:12]([O:14][CH3:15])=[O:13])=[CH:10][C:9]=1[OH:18].CC1C=CC(S(O[CH2:30][CH2:31][C:32]([OH:35])([CH3:34])[CH3:33])(=O)=O)=CC=1, predict the reaction product. The product is: [Br:7][C:8]1[CH:17]=[CH:16][C:11]([C:12]([O:14][CH3:15])=[O:13])=[CH:10][C:9]=1[O:18][CH2:30][CH2:31][C:32]([OH:35])([CH3:34])[CH3:33]. (5) The product is: [S:1]1[CH:5]=[CH:4][CH:3]=[C:2]1[S:6][CH2:11][CH2:10][CH2:9][CH2:8][C:7]([OH:13])=[O:12]. Given the reactants [S:1]1[CH:5]=[CH:4][CH:3]=[C:2]1[SH:6].[C:7]1(=[O:13])[O:12][CH2:11][CH2:10][CH2:9][CH2:8]1, predict the reaction product. (6) The product is: [C:1]([C:3]1[C:8](=[O:9])[NH:7][C:6]([CH3:15])([C:10]([OH:12])=[O:11])[CH2:5][C:4]=1[C:16]1[CH:17]=[CH:18][C:19]([CH3:22])=[CH:20][CH:21]=1)#[N:2]. Given the reactants [C:1]([C:3]1[C:8](=[O:9])[NH:7][C:6]([CH3:15])([C:10]([O:12]CC)=[O:11])[CH2:5][C:4]=1[C:16]1[CH:21]=[CH:20][C:19]([CH3:22])=[CH:18][CH:17]=1)#[N:2].Cl, predict the reaction product. (7) Given the reactants [CH3:1][O:2][C:3]1[CH:4]=[C:5]([CH:12]([C:14]2[CH:19]=[C:18]([O:20][CH3:21])[C:17]([O:22][CH3:23])=[C:16]([O:24][CH3:25])[CH:15]=2)[OH:13])[CH:6]=[CH:7][C:8]=1[N+:9]([O-:11])=[O:10], predict the reaction product. The product is: [CH3:1][O:2][C:3]1[CH:4]=[C:5]([C:12]([C:14]2[CH:19]=[C:18]([O:20][CH3:21])[C:17]([O:22][CH3:23])=[C:16]([O:24][CH3:25])[CH:15]=2)=[O:13])[CH:6]=[CH:7][C:8]=1[N+:9]([O-:11])=[O:10].